Task: Predict the reaction yield, written as a fraction of the theoretical maximum amount of product (1.0 means a 100% yield; for example, 0.34 means a 34% yield).. Dataset: Reaction yield outcomes from USPTO patents with 853,638 reactions The catalyst is C1COCC1. The reactants are [C:1]([O:5][C:6]([N:8]1[CH2:13][CH2:12][CH:11]([NH:14][C:15]2[CH:16]=[CH:17][C:18]([NH:21][C:22]3[S:23][CH:24]=[C:25]([S:27][C:28]4[CH:33]=[CH:32][N:31]=[C:30]([C:34]([O:36]C)=[O:35])[CH:29]=4)[N:26]=3)=[N:19][CH:20]=2)[CH2:10][CH2:9]1)=[O:7])([CH3:4])([CH3:3])[CH3:2].[OH-].[Na+].[Cl-].[NH4+]. The product is [C:1]([O:5][C:6]([N:8]1[CH2:9][CH2:10][CH:11]([NH:14][C:15]2[CH:16]=[CH:17][C:18]([NH:21][C:22]3[S:23][CH:24]=[C:25]([S:27][C:28]4[CH:33]=[CH:32][N:31]=[C:30]([C:34]([OH:36])=[O:35])[CH:29]=4)[N:26]=3)=[N:19][CH:20]=2)[CH2:12][CH2:13]1)=[O:7])([CH3:4])([CH3:2])[CH3:3]. The yield is 0.970.